From a dataset of Catalyst prediction with 721,799 reactions and 888 catalyst types from USPTO. Predict which catalyst facilitates the given reaction. (1) Reactant: Br[CH2:2][C:3]([C:5]1[CH:10]=[CH:9][C:8]([OH:11])=[CH:7][CH:6]=1)=O.[Br:12][C:13]1[C:14]([NH2:19])=[N:15][CH:16]=[CH:17][CH:18]=1. Product: [Br:12][C:13]1[C:14]2[N:15]([CH:2]=[C:3]([C:5]3[CH:10]=[CH:9][C:8]([OH:11])=[CH:7][CH:6]=3)[N:19]=2)[CH:16]=[CH:17][CH:18]=1. The catalyst class is: 10. (2) Reactant: [CH3:1][O:2][C:3]1[CH:24]=[CH:23][C:6]2[NH:7][C:8]([S@:10]([CH2:12][C:13]3[C:18]([CH3:19])=[C:17]([O:20][CH3:21])[C:16]([CH3:22])=[CH:15][N:14]=3)=[O:11])=[N:9][C:5]=2[CH:4]=1.[C:25](=[O:37])([O:34][CH2:35][CH3:36])[O:26][CH2:27][CH2:28][N:29]([C:31](Cl)=[O:32])[CH3:30].C(N(CC)CC)C.C(=O)(OCCN(C(N1C2C=C(OC)C=CC=2N=C1[S@](CC1C(C)=C(OC)C(C)=CN=1)=O)=O)C)OCC. Product: [C:25](=[O:37])([O:26][CH2:27][CH2:28][N:29]([C:31]([N:7]1[C:6]2[CH:23]=[CH:24][C:3]([O:2][CH3:1])=[CH:4][C:5]=2[N:9]=[C:8]1[S@:10]([CH2:12][C:13]1[C:18]([CH3:19])=[C:17]([O:20][CH3:21])[C:16]([CH3:22])=[CH:15][N:14]=1)=[O:11])=[O:32])[CH3:30])[O:34][CH2:35][CH3:36]. The catalyst class is: 453. (3) Reactant: [Cl:1][C:2]1[CH:3]=[C:4]([C@@H:8]2[C@@H:13]([C:14]3[CH:19]=[CH:18][C:17]([Cl:20])=[CH:16][CH:15]=3)[N:12]([C@@H:21]([CH2:31][CH3:32])[CH2:22][NH:23][S:24]([C:27]3([CH3:30])[CH2:29][CH2:28]3)(=[O:26])=[O:25])[C:11](=[O:33])[C@:10]([CH2:35][C:36]([O:38][CH3:39])=[O:37])([CH3:34])[CH2:9]2)[CH:5]=[CH:6][CH:7]=1.[CH2:40](P(CCCC)(CCCC)=CC#N)CCC. Product: [Cl:1][C:2]1[CH:3]=[C:4]([C@@H:8]2[C@@H:13]([C:14]3[CH:15]=[CH:16][C:17]([Cl:20])=[CH:18][CH:19]=3)[N:12]([C@@H:21]([CH2:31][CH3:32])[CH2:22][N:23]([CH3:40])[S:24]([C:27]3([CH3:30])[CH2:28][CH2:29]3)(=[O:26])=[O:25])[C:11](=[O:33])[C@:10]([CH2:35][C:36]([O:38][CH3:39])=[O:37])([CH3:34])[CH2:9]2)[CH:5]=[CH:6][CH:7]=1. The catalyst class is: 442.